Dataset: Full USPTO retrosynthesis dataset with 1.9M reactions from patents (1976-2016). Task: Predict the reactants needed to synthesize the given product. Given the product [F:15][C:2]1([F:1])[CH:6]([O:7][S:22]([C:25]([F:28])([F:27])[F:26])(=[O:24])=[O:23])[CH2:5][N:4]([C:8]([O:10][C:11]([CH3:12])([CH3:14])[CH3:13])=[O:9])[CH2:3]1, predict the reactants needed to synthesize it. The reactants are: [F:1][C:2]1([F:15])[CH:6]([OH:7])[CH2:5][N:4]([C:8]([O:10][C:11]([CH3:14])([CH3:13])[CH3:12])=[O:9])[CH2:3]1.N1C=CC=CC=1.[S:22](O[S:22]([C:25]([F:28])([F:27])[F:26])(=[O:24])=[O:23])([C:25]([F:28])([F:27])[F:26])(=[O:24])=[O:23].